This data is from Reaction yield outcomes from USPTO patents with 853,638 reactions. The task is: Predict the reaction yield, written as a fraction of the theoretical maximum amount of product (1.0 means a 100% yield; for example, 0.34 means a 34% yield). (1) The reactants are [F:1][C:2]1[C:7]2[N:8]=[N:9][S:10][C:6]=2[CH:5]=[C:4]([C:11]([O:13][CH3:14])=[O:12])[C:3]=1[NH:15][C:16]1[CH:21]=[CH:20][CH:19]=[CH:18][C:17]=1[F:22].C1C(=O)N([I:30])C(=O)C1.FC(F)(F)C(O)=O. The catalyst is CN(C=O)C. The product is [F:1][C:2]1[C:7]2[N:8]=[N:9][S:10][C:6]=2[CH:5]=[C:4]([C:11]([O:13][CH3:14])=[O:12])[C:3]=1[NH:15][C:16]1[CH:21]=[CH:20][C:19]([I:30])=[CH:18][C:17]=1[F:22]. The yield is 0.890. (2) The reactants are [CH3:1][S:2](O)(=[O:4])=[O:3].[NH2:6][C:7]1[CH:12]=[CH:11][C:10]([NH2:13])=[CH:9][C:8]=1[S:14]([NH2:17])(=[O:16])=[O:15].N1C=CC=CC=1.CS(Cl)(=O)=O. The catalyst is C(#N)C. The product is [NH2:6][C:7]1[CH:12]=[CH:11][C:10]([NH:13][S:2]([CH3:1])(=[O:4])=[O:3])=[CH:9][C:8]=1[S:14]([NH2:17])(=[O:15])=[O:16]. The yield is 0.860. (3) The reactants are [N+:1]([C:4]1[CH:13]=[C:12]2[C:7]([CH2:8][CH2:9][N:10]([C:14]([O:16][C:17]([CH3:20])([CH3:19])[CH3:18])=[O:15])[CH2:11]2)=[CH:6][CH:5]=1)([O-])=O. The catalyst is C(O)C.[Pd]. The product is [NH2:1][C:4]1[CH:13]=[C:12]2[C:7]([CH2:8][CH2:9][N:10]([C:14]([O:16][C:17]([CH3:20])([CH3:19])[CH3:18])=[O:15])[CH2:11]2)=[CH:6][CH:5]=1. The yield is 0.790. (4) The reactants are C(N(CC)C(C)C)(C)C.[SH:10][CH2:11][CH2:12][C:13]([O:15][CH3:16])=[O:14].[CH3:17][C:18]([CH3:24])([CH2:22][CH3:23])[C:19](Cl)=[O:20].II. The catalyst is C(OC(C)C)(=O)C.CCCCCCC.CCOC(C)=O. The product is [CH3:17][C:18]([CH3:24])([CH2:22][CH3:23])[C:19]([S:10][CH2:11][CH2:12][C:13]([O:15][CH3:16])=[O:14])=[O:20]. The yield is 0.800. (5) The reactants are C(=O)([O-])[O-].[K+].[K+].N1CCC[C@H]1C(O)=O.[CH3:15][C:16]1[C:24]2[C:23]([NH2:25])=[N:22][CH:21]=[N:20][C:19]=2[O:18][CH:17]=1.N[C:27]1[CH:31]=[C:30]([CH3:32])N[C:28]=1[C:33]([O:35][CH2:36]C)=O. The catalyst is [Cu](I)I.CN(C=O)C. The product is [CH3:36][O:35][C:33]1[CH:28]=[CH:27][C:31]([NH:25][C:23]2[C:24]3[C:16]([CH3:15])=[CH:17][O:18][C:19]=3[N:20]=[CH:21][N:22]=2)=[CH:30][CH:32]=1. The yield is 0.560.